This data is from Full USPTO retrosynthesis dataset with 1.9M reactions from patents (1976-2016). The task is: Predict the reactants needed to synthesize the given product. (1) Given the product [ClH:28].[ClH:28].[F:1][C:2]1[C:3]([F:27])=[CH:4][C:5]2[N:14]=[C:13]([N:15]3[CH2:20][CH2:19][N:18]([CH3:21])[C@@H:17]([CH2:22][CH2:23][OH:24])[CH2:16]3)[C:12]3[CH:11]=[C:10]([CH3:25])[S:9][C:8]=3[NH:7][C:6]=2[CH:26]=1, predict the reactants needed to synthesize it. The reactants are: [F:1][C:2]1[C:3]([F:27])=[CH:4][C:5]2[N:14]=[C:13]([N:15]3[CH2:20][CH2:19][N:18]([CH3:21])[C@@H:17]([CH2:22][CH2:23][OH:24])[CH2:16]3)[C:12]3[CH:11]=[C:10]([CH3:25])[S:9][C:8]=3[NH:7][C:6]=2[CH:26]=1.[ClH:28]. (2) Given the product [CH2:6]([O:13][C:14]1[C:23]([B:25]([OH:28])[OH:26])=[C:22]2[C:17]([CH:18]=[CH:19][CH:20]=[N:21]2)=[CH:16][CH:15]=1)[C:7]1[CH:12]=[CH:11][CH:10]=[CH:9][CH:8]=1, predict the reactants needed to synthesize it. The reactants are: C([Li])CCC.[CH2:6]([O:13][C:14]1[C:23](Br)=[C:22]2[C:17]([CH:18]=[CH:19][CH:20]=[N:21]2)=[CH:16][CH:15]=1)[C:7]1[CH:12]=[CH:11][CH:10]=[CH:9][CH:8]=1.[B:25](OC)([O:28]C)[O:26]C.[Br-].B(O)O. (3) The reactants are: Cl.[S:2]1[CH:6]=[CH:5][CH:4]=[C:3]1[C:7]([NH2:9])=[NH:8].[Cl:10][C:11]1[CH:18]=[C:17]([F:19])[CH:16]=[CH:15][C:12]=1[CH:13]=O.[C:20]([O:26][CH3:27])(=[O:25])[CH2:21][C:22]([CH3:24])=O.C([O-])(=O)C.[Na+]. Given the product [S:2]1[CH:6]=[CH:5][CH:4]=[C:3]1[C:7]1[NH:9][C:22]([CH3:24])=[C:21]([C:20]([O:26][CH3:27])=[O:25])[CH:13]([C:12]2[CH:15]=[CH:16][C:17]([F:19])=[CH:18][C:11]=2[Cl:10])[N:8]=1, predict the reactants needed to synthesize it. (4) Given the product [CH2:39]([C:5]1([C:19]2[CH:24]=[CH:23][C:22]([F:25])=[CH:21][CH:20]=2)[C:4]2[C:9](=[CH:10][CH:11]=[C:2]([Cl:1])[CH:3]=2)[NH:8][C:7](=[O:12])[N:6]1[CH2:13][C:14]([F:17])([F:16])[F:15])[CH:38]=[CH2:37], predict the reactants needed to synthesize it. The reactants are: [Cl:1][C:2]1[CH:3]=[C:4]2[C:9](=[CH:10][CH:11]=1)[NH:8][C:7](=[O:12])[N:6]([CH2:13][C:14]([F:17])([F:16])[F:15])[C:5]2([C:19]1[CH:24]=[CH:23][C:22]([F:25])=[CH:21][CH:20]=1)O.C(N(CC)CC)C.S(Cl)(Cl)=O.[CH2:37]([Mg]Br)[CH:38]=[CH2:39].C(O)(=O)CC(CC(O)=O)(C(O)=O)O. (5) Given the product [NH2:13][C:12]1[NH:14][C:4]2[C:5]([C:8]=1[C:9]([NH2:11])=[O:10])=[CH:6][CH:7]=[C:2]([Br:1])[CH:3]=2, predict the reactants needed to synthesize it. The reactants are: [Br:1][C:2]1[CH:7]=[CH:6][C:5]([CH:8]([C:12]#[N:13])[C:9]([NH2:11])=[O:10])=[C:4]([N+:14]([O-])=O)[CH:3]=1. (6) The reactants are: [Cl:1][C:2]1[CH:7]=[CH:6][C:5]([C:8]2[S:12][C:11]([C:13]([OH:15])=O)=[CH:10][C:9]=2[CH2:16][C:17]([O:19][CH2:20][CH3:21])=[O:18])=[CH:4][CH:3]=1.C(N(CC)CC)C.[Cl:29][C:30]1[CH:39]=[CH:38][C:33]([C:34]([NH:36][NH2:37])=[O:35])=[CH:32][CH:31]=1.C1CN([P+](ON2N=NC3C=CC=CC2=3)(N2CCCC2)N2CCCC2)CC1.F[P-](F)(F)(F)(F)F.C(OC(C)C)(C)C. Given the product [Cl:29][C:30]1[CH:39]=[CH:38][C:33]([C:34]([NH:36][NH:37][C:13]([C:11]2[S:12][C:8]([C:5]3[CH:4]=[CH:3][C:2]([Cl:1])=[CH:7][CH:6]=3)=[C:9]([CH2:16][C:17]([O:19][CH2:20][CH3:21])=[O:18])[CH:10]=2)=[O:15])=[O:35])=[CH:32][CH:31]=1, predict the reactants needed to synthesize it. (7) Given the product [CH2:1]([O:3][C:4](=[O:18])[CH2:5][N:6]([CH2:8][CH2:9][C@H:10]([C:11]1[CH:16]=[CH:15][CH:14]=[CH:13][CH:12]=1)[O:17][C:26]1[CH:27]=[CH:28][C:23]([C:19]([CH3:22])([CH3:21])[CH3:20])=[CH:24][CH:25]=1)[CH3:7])[CH3:2], predict the reactants needed to synthesize it. The reactants are: [CH2:1]([O:3][C:4](=[O:18])[CH2:5][N:6]([CH2:8][CH2:9][C@H:10]([OH:17])[C:11]1[CH:16]=[CH:15][CH:14]=[CH:13][CH:12]=1)[CH3:7])[CH3:2].[C:19]([C:23]1[CH:28]=[CH:27][C:26](O)=[CH:25][CH:24]=1)([CH3:22])([CH3:21])[CH3:20].